Dataset: Full USPTO retrosynthesis dataset with 1.9M reactions from patents (1976-2016). Task: Predict the reactants needed to synthesize the given product. Given the product [NH2:1][C:2]1[C:7]([Cl:8])=[C:6]([O:9][CH2:10][CH3:11])[N:5]=[C:4]([C:12]([NH:49][CH2:48][CH:45]2[CH2:46][CH2:47][N:42]([CH2:41][C:38]3[S:37][C:36]([C:31]4[CH:32]=[CH:33][CH:34]=[CH:35][N:30]=4)=[N:40][CH:39]=3)[CH2:43][CH2:44]2)=[O:14])[CH:3]=1, predict the reactants needed to synthesize it. The reactants are: [NH2:1][C:2]1[C:7]([Cl:8])=[C:6]([O:9][CH2:10][CH3:11])[N:5]=[C:4]([C:12]([OH:14])=O)[CH:3]=1.ClC1C=CC(C(O)=O)=CC=1OC.Cl.Cl.Cl.[N:30]1[CH:35]=[CH:34][CH:33]=[CH:32][C:31]=1[C:36]1[S:37][C:38]([CH2:41][N:42]2[CH2:47][CH2:46][CH:45]([CH2:48][NH2:49])[CH2:44][CH2:43]2)=[CH:39][N:40]=1.